Dataset: Reaction yield outcomes from USPTO patents with 853,638 reactions. Task: Predict the reaction yield, written as a fraction of the theoretical maximum amount of product (1.0 means a 100% yield; for example, 0.34 means a 34% yield). (1) The reactants are [CH3:1][O:2][C:3]1[CH:4]=[C:5]2[C:10](=[CH:11][C:12]=1[O:13][CH3:14])[N:9]=[CH:8][CH:7]=[C:6]2[O:15][C:16]1[CH:22]=[CH:21][C:19]([NH2:20])=[C:18]([CH3:23])[C:17]=1[CH3:24].Cl[C:26](Cl)([O:28]C(=O)OC(Cl)(Cl)Cl)Cl.[CH2:37]([N:39]([CH2:47][CH3:48])[CH2:40][CH2:41][CH:42]([OH:46])[CH2:43][CH2:44][CH3:45])[CH3:38].C(=O)(O)[O-].[Na+]. The catalyst is C(Cl)Cl.C(N(CC)CC)C.C1(C)C=CC=CC=1. The product is [CH3:1][O:2][C:3]1[CH:4]=[C:5]2[C:10](=[CH:11][C:12]=1[O:13][CH3:14])[N:9]=[CH:8][CH:7]=[C:6]2[O:15][C:16]1[CH:22]=[CH:21][C:19]([NH:20][C:26](=[O:28])[O:46][CH:42]([CH2:41][CH2:40][N:39]([CH2:37][CH3:38])[CH2:47][CH3:48])[CH2:43][CH2:44][CH3:45])=[C:18]([CH3:23])[C:17]=1[CH3:24]. The yield is 0.340. (2) The reactants are [Cl:1][C:2]1[CH:7]=[CH:6][N:5]=[C:4](/[CH:8]=[N:9]/[S@](C(C)(C)C)=O)[C:3]=1[F:16].CC([S@](N)=O)(C)C.Cl[C:25]1[CH:30]=[CH:29]N=[C:27]([CH:31]=[O:32])[C:26]=1F.[C:34]([O-:37])([O-])=O.[Cs+].[Cs+].[CH3:40][CH2:41][O:42]C(C)=O. The catalyst is C(Cl)Cl. The product is [C:31]1([O:32][C:34](=[O:37])[NH:9][C@H:8]([C:4]2[C:3]([F:16])=[C:2]([Cl:1])[CH:7]=[CH:6][N:5]=2)[CH2:40][CH:41]=[O:42])[CH:29]=[CH:30][CH:25]=[CH:26][CH:27]=1. The yield is 1.00. (3) The reactants are Cl[C:2]1[C:7]([CH:8]=[O:9])=[CH:6][N:5]=[C:4]2[N:10]([CH2:13][O:14][CH2:15][CH2:16][Si:17]([CH3:20])([CH3:19])[CH3:18])[CH:11]=[CH:12][C:3]=12.C([O-])([O-])=O.[K+].[K+].[CH3:27][CH:28]([SH:30])[CH3:29]. The catalyst is O1CCOCC1. The product is [CH:28]([S:30][C:2]1[C:7]([CH:8]=[O:9])=[CH:6][N:5]=[C:4]2[N:10]([CH2:13][O:14][CH2:15][CH2:16][Si:17]([CH3:20])([CH3:19])[CH3:18])[CH:11]=[CH:12][C:3]=12)([CH3:29])[CH3:27]. The yield is 0.560. (4) The reactants are N#N.[C:3]([O:7][C:8]([CH3:11])([CH3:10])[CH3:9])(=[O:6])[NH:4][NH2:5].Br[C:13]1[CH:18]=[C:17]([Cl:19])[CH:16]=[CH:15][N:14]=1.C([O-])([O-])=O.[Cs+].[Cs+]. The catalyst is [Cl-].[Na+].O.C1C=CC(P(C2C=CC=CC=2)[C-]2C=CC=C2)=CC=1.C1C=CC(P(C2C=CC=CC=2)[C-]2C=CC=C2)=CC=1.Cl[Pd]Cl.[Fe+2].C(Cl)Cl.O.C1(C)C=CC=CC=1. The product is [Cl:19][C:17]1[CH:16]=[CH:15][N:14]=[C:13]([NH:5][NH:4][C:3]([O:7][C:8]([CH3:11])([CH3:10])[CH3:9])=[O:6])[CH:18]=1. The yield is 0.350. (5) The reactants are [Cl-].O[NH3+:3].[C:4](=[O:7])([O-])[OH:5].[Na+].CS(C)=O.[CH2:13]([C:17]1[N:18]=[C:19]([CH3:47])[N:20]([CH2:39][C:40]2[CH:45]=[CH:44][C:43]([F:46])=[CH:42][CH:41]=2)[C:21](=[O:38])[C:22]=1[CH2:23][C:24]1[CH:29]=[CH:28][C:27]([C:30]2[C:31]([C:36]#[N:37])=[CH:32][CH:33]=[CH:34][CH:35]=2)=[CH:26][CH:25]=1)[CH2:14][CH2:15][CH3:16]. The catalyst is C(OCC)(=O)C. The product is [CH2:13]([C:17]1[N:18]=[C:19]([CH3:47])[N:20]([CH2:39][C:40]2[CH:45]=[CH:44][C:43]([F:46])=[CH:42][CH:41]=2)[C:21](=[O:38])[C:22]=1[CH2:23][C:24]1[CH:25]=[CH:26][C:27]([C:30]2[CH:35]=[CH:34][CH:33]=[CH:32][C:31]=2[C:36]2[NH:3][C:4](=[O:7])[O:5][N:37]=2)=[CH:28][CH:29]=1)[CH2:14][CH2:15][CH3:16]. The yield is 0.650. (6) The reactants are [F:1][C:2]1[CH:10]=[C:9]2[C:5]([C:6]([C:12]3[N:13]=[C:14]4[C:20]([C:21]([OH:23])=O)=[CH:19][N:18]([CH2:24][O:25][CH2:26][CH2:27][Si:28]([CH3:31])([CH3:30])[CH3:29])[C:15]4=[N:16][CH:17]=3)=[N:7][N:8]2[CH3:11])=[CH:4][CH:3]=1.Cl.[O:33]1[CH:37]=[CH:36][CH:35]=[C:34]1[C@H:38]([NH2:40])[CH3:39].C(N(CC)C(C)C)(C)C.CN(C(ON1N=NC2C=CC=NC1=2)=[N+](C)C)C.F[P-](F)(F)(F)(F)F. The catalyst is O.CN(C=O)C. The product is [O:33]1[CH:37]=[CH:36][CH:35]=[C:34]1[C@H:38]([NH:40][C:21]([C:20]1[C:14]2[C:15](=[N:16][CH:17]=[C:12]([C:6]3[C:5]4[C:9](=[CH:10][C:2]([F:1])=[CH:3][CH:4]=4)[N:8]([CH3:11])[N:7]=3)[N:13]=2)[N:18]([CH2:24][O:25][CH2:26][CH2:27][Si:28]([CH3:29])([CH3:30])[CH3:31])[CH:19]=1)=[O:23])[CH3:39]. The yield is 0.880. (7) The reactants are [NH:1]1[CH:5]=[CH:4][CH:3]=[N:2]1.[CH3:6][N:7]([CH3:10])[C:8]#[N:9].[ClH:11]. The catalyst is O1CCOCC1.CCOCC. The product is [ClH:11].[CH3:6][N:7]([CH3:10])[C:8]([N:1]1[CH:5]=[CH:4][CH:3]=[N:2]1)=[NH:9]. The yield is 0.780. (8) The yield is 0.890. The product is [F:2][C:3]1[CH:4]=[CH:5][C:6]([CH2:7][C@H:8]2[C@H:16]([CH3:17])[O:15][C:14](=[O:18])[C@@H:13]([NH:19][C:39](=[O:40])[C:32]3[C:31]([OH:30])=[C:36]([O:37][CH3:38])[CH:35]=[CH:34][N:33]=3)[CH2:12][CH2:11][O:10][C@@H:9]2[CH2:20][CH2:21][C:22]2[CH:27]=[CH:26][CH:25]=[CH:24][CH:23]=2)=[CH:28][CH:29]=1. The reactants are [Cl-].[F:2][C:3]1[CH:29]=[CH:28][C:6]([CH2:7][C@H:8]2[C@H:16]([CH3:17])[O:15][C:14](=[O:18])[C@@H:13]([NH3+:19])[CH2:12][CH2:11][O:10][C@@H:9]2[CH2:20][CH2:21][C:22]2[CH:27]=[CH:26][CH:25]=[CH:24][CH:23]=2)=[CH:5][CH:4]=1.[OH:30][C:31]1[C:32]([C:39](O)=[O:40])=[N:33][CH:34]=[CH:35][C:36]=1[O:37][CH3:38].C(N(C(C)C)C(C)C)C.C1CN([P+](ON2N=NC3C=CC=CC2=3)(N2CCCC2)N2CCCC2)CC1.F[P-](F)(F)(F)(F)F. The catalyst is C(Cl)Cl. (9) The reactants are [CH2:1]([O:8][CH2:9][C:10]1[C@H:11]([OH:34])[CH2:12][C@H:13]([C:15]2[CH:16]=[N:17][N:18]3[C:23]([NH:24][C@@H:25]4[C:33]5[C:28](=[CH:29][CH:30]=[CH:31][CH:32]=5)[CH2:27][CH2:26]4)=[N:22][CH:21]=[N:20][C:19]=23)[CH:14]=1)[C:2]1[CH:7]=[CH:6][CH:5]=[CH:4][CH:3]=1.[N+](C1C=CC(C(O)=O)=CC=1)([O-])=O.C1(P(C2C=CC=CC=2)C2C=CC=CC=2)C=CC=CC=1.N(C(OCC)=O)=NC(OCC)=O.[OH-].[Na+]. The catalyst is C1COCC1. The product is [CH2:1]([O:8][CH2:9][C:10]1[C@@H:11]([OH:34])[CH2:12][C@H:13]([C:15]2[CH:16]=[N:17][N:18]3[C:23]([NH:24][C@@H:25]4[C:33]5[C:28](=[CH:29][CH:30]=[CH:31][CH:32]=5)[CH2:27][CH2:26]4)=[N:22][CH:21]=[N:20][C:19]=23)[CH:14]=1)[C:2]1[CH:7]=[CH:6][CH:5]=[CH:4][CH:3]=1. The yield is 0.493.